From a dataset of Reaction yield outcomes from USPTO patents with 853,638 reactions. Predict the reaction yield, written as a fraction of the theoretical maximum amount of product (1.0 means a 100% yield; for example, 0.34 means a 34% yield). (1) The reactants are [F:1][C:2]1[CH:3]=[C:4]([OH:9])[CH:5]=[CH:6][C:7]=1[NH2:8].CC(C)([O-])C.[K+].[Cl:16][C:17]1[CH:22]=[C:21](Cl)[CH:20]=[CH:19][N:18]=1. The catalyst is CC(N(C)C)=O. The product is [Cl:16][C:17]1[CH:22]=[C:21]([O:9][C:4]2[CH:5]=[CH:6][C:7]([NH2:8])=[C:2]([F:1])[CH:3]=2)[CH:20]=[CH:19][N:18]=1. The yield is 0.860. (2) The reactants are C[O:2][C:3]([C:5]1[CH:10]=[CH:9][CH:8]=[C:7]([N+:11]([O-])=O)[C:6]=1[CH:14](C(OC)=O)[C:15]([O:17]C)=O)=[O:4]. The catalyst is Cl. The product is [C:3]([C:5]1[CH:10]=[CH:9][CH:8]=[C:7]2[C:6]=1[CH2:14][C:15](=[O:17])[NH:11]2)([OH:2])=[O:4]. The yield is 0.370. (3) The reactants are [C:1]([C:3]1[CH:35]=[CH:34][C:6]2[N:7]([CH2:22][C:23]3[C:32]4[C:27](=[CH:28][CH:29]=[CH:30][CH:31]=4)[CH:26]=[CH:25][C:24]=3[CH3:33])[C:8](=[O:21])[C@@H:9]([NH:13][C:14](=[O:20])[O:15][C:16]([CH3:19])([CH3:18])[CH3:17])[C@H:10]([CH3:12])[NH:11][C:5]=2[CH:4]=1)#[N:2].N1C=CC=CC=1.[C:42](Cl)(=[O:44])[CH3:43]. The catalyst is C(Cl)Cl. The product is [C:42]([N:11]1[C@@H:10]([CH3:12])[C@H:9]([NH:13][C:14](=[O:20])[O:15][C:16]([CH3:19])([CH3:18])[CH3:17])[C:8](=[O:21])[N:7]([CH2:22][C:23]2[C:32]3[C:27](=[CH:28][CH:29]=[CH:30][CH:31]=3)[CH:26]=[CH:25][C:24]=2[CH3:33])[C:6]2[CH:34]=[CH:35][C:3]([C:1]#[N:2])=[CH:4][C:5]1=2)(=[O:44])[CH3:43]. The yield is 0.590. (4) The reactants are [C:1]1([CH2:9]Cl)[CH:6]=[CH:5][CH:4]=[C:3]([CH2:7]Cl)[CH:2]=1.[C:11]([O-:14])(=[O:13])[CH3:12].[K+]. The catalyst is CC(C)=O.[Cl-].C([N+](CC)(CC)CC)C1C=CC=CC=1. The product is [C:11]([O:14][CH2:9][C:1]1[CH:6]=[CH:5][CH:4]=[C:3]([CH2:7][O:14][C:11](=[O:13])[CH3:12])[CH:2]=1)(=[O:13])[CH3:12]. The yield is 0.987. (5) The reactants are [F:1][C:2]1[CH:7]=[C:6]([C:8]([O:10]C)=[O:9])[C:5]([F:12])=[CH:4][C:3]=1[NH:13][S:14]([C:17]1[CH:22]=[CH:21][C:20]([C:23]2[CH:24]=[N:25][C:26]([CH:29]3[CH2:34][CH2:33][N:32]([C:35]([O:37][C:38]([CH3:41])([CH3:40])[CH3:39])=[O:36])[CH2:31][CH2:30]3)=[N:27][CH:28]=2)=[CH:19][CH:18]=1)(=[O:16])=[O:15].[OH-].[Li+].Cl. The catalyst is CO. The product is [C:38]([O:37][C:35]([N:32]1[CH2:33][CH2:34][CH:29]([C:26]2[N:27]=[CH:28][C:23]([C:20]3[CH:21]=[CH:22][C:17]([S:14]([NH:13][C:3]4[C:2]([F:1])=[CH:7][C:6]([C:8]([OH:10])=[O:9])=[C:5]([F:12])[CH:4]=4)(=[O:15])=[O:16])=[CH:18][CH:19]=3)=[CH:24][N:25]=2)[CH2:30][CH2:31]1)=[O:36])([CH3:41])([CH3:39])[CH3:40]. The yield is 0.780.